Predict the reactants needed to synthesize the given product. From a dataset of Full USPTO retrosynthesis dataset with 1.9M reactions from patents (1976-2016). (1) Given the product [CH3:31][N:5]1[C:6]([CH3:30])=[C:7]([CH2:8][NH:9][C:10]([C:12]2[C:20]3[C:15](=[CH:16][CH:17]=[CH:18][CH:19]=3)[N:14]([CH:21]([CH:23]3[CH2:28][CH2:27][O:26][CH2:25][CH2:24]3)[CH3:22])[C:13]=2[CH3:29])=[O:11])[C:3](=[O:2])[NH:4]1, predict the reactants needed to synthesize it. The reactants are: C[O:2][C:3]1[C:7]([CH2:8][NH:9][C:10]([C:12]2[C:20]3[C:15](=[CH:16][CH:17]=[CH:18][CH:19]=3)[N:14]([CH:21]([CH:23]3[CH2:28][CH2:27][O:26][CH2:25][CH2:24]3)[CH3:22])[C:13]=2[CH3:29])=[O:11])=[C:6]([CH3:30])[N:5]([CH3:31])[N:4]=1.C(=O)(O)[O-].[Na+]. (2) The reactants are: C[Si](C)(C)CCOC[N:7]1[C:11]2[CH:12]=[CH:13][CH:14]=[CH:15][C:10]=2[N:9]=[C:8]1[CH:16]=O.[NH:20]1[C:24]2[CH:25]=[CH:26][CH:27]=[CH:28][C:23]=2[N:22]=[C:21]1[CH2:29][N:30]([CH:40]1[C:49]2[N:48]=[CH:47][CH:46]=[CH:45][C:44]=2[CH2:43][CH2:42][CH2:41]1)[CH2:31][C:32]1[CH:37]=[CH:36][C:35]([CH2:38][NH2:39])=[CH:34][CH:33]=1.[BH4-].[Na+]. Given the product [NH:20]1[C:24]2[CH:25]=[CH:26][CH:27]=[CH:28][C:23]=2[N:22]=[C:21]1[CH2:29][N:30]([CH2:31][C:32]1[CH:37]=[CH:36][C:35]([CH2:38][NH:39][CH2:16][C:8]2[NH:7][C:11]3[CH:12]=[CH:13][CH:14]=[CH:15][C:10]=3[N:9]=2)=[CH:34][CH:33]=1)[CH:40]1[C:49]2[N:48]=[CH:47][CH:46]=[CH:45][C:44]=2[CH2:43][CH2:42][CH2:41]1, predict the reactants needed to synthesize it. (3) The reactants are: [CH3:1][C:2]([CH3:18])([CH3:17])[CH2:3][NH:4][C:5]([CH:7]([C:9]1[CH:16]=[CH:15][C:12]([C:13]#[N:14])=[CH:11][CH:10]=1)[CH3:8])=[O:6].C[Al](C)C.CC(C)(C)CN.C(C1C=CC(C(C)C(OCC)=O)=CC=1)#N. Given the product [CH3:17][C:2]([CH3:1])([CH3:18])[CH2:3][NH:4][C:5]([CH:7]([C:9]1[CH:10]=[CH:11][C:12]([CH2:13][NH2:14])=[CH:15][CH:16]=1)[CH3:8])=[O:6], predict the reactants needed to synthesize it. (4) Given the product [CH3:1][C@@H:2]1[CH2:6][CH2:5][CH2:4][N:3]1[CH2:7][CH2:8][CH2:9][O:10][C:11]1[CH:12]=[CH:13][C:14]([CH:17]2[CH2:22][CH2:21][NH:20][CH2:19][CH2:18]2)=[CH:15][CH:16]=1, predict the reactants needed to synthesize it. The reactants are: [CH3:1][C@@H:2]1[CH2:6][CH2:5][CH2:4][N:3]1[CH2:7][CH2:8][CH2:9][O:10][C:11]1[CH:16]=[CH:15][C:14]([C:17]2[CH2:18][CH2:19][NH:20][CH2:21][CH:22]=2)=[CH:13][CH:12]=1. (5) Given the product [F:1][C:2]1[CH:3]=[C:4]2[C:9](=[O:10])[NH:8][C:7]([C:11]3[CH:12]=[CH:13][C:14]([C:17]([O:20][CH2:33][CH2:23][OH:22])([CH3:19])[CH3:18])=[CH:15][CH:16]=3)=[CH:6][N:5]2[CH:21]=1, predict the reactants needed to synthesize it. The reactants are: [F:1][C:2]1[CH:3]=[C:4]2[C:9](=[O:10])[NH:8][C:7]([C:11]3[CH:16]=[CH:15][C:14]([C:17]([OH:20])([CH3:19])[CH3:18])=[CH:13][CH:12]=3)=[CH:6][N:5]2[CH:21]=1.[OH2:22].[C:23]1([CH3:33])C=CC(S(O)(=O)=O)=CC=1. (6) Given the product [Br:8][C:4]1[C:3]([CH3:9])=[C:2]([N:18]2[CH2:19][CH2:20][N:16]([C:12]3[CH:11]=[C:10]([CH3:22])[CH:15]=[CH:14][CH:13]=3)[C:17]2=[O:21])[CH:7]=[CH:6][CH:5]=1, predict the reactants needed to synthesize it. The reactants are: Br[C:2]1[CH:7]=[CH:6][CH:5]=[C:4]([Br:8])[C:3]=1[CH3:9].[C:10]1([CH3:22])[CH:15]=[CH:14][CH:13]=[C:12]([N:16]2[CH2:20][CH2:19][NH:18][C:17]2=[O:21])[CH:11]=1.N[C@@H]1CCCC[C@H]1N. (7) Given the product [CH2:1]([O:3][C:4]([C:6]1[NH:7][C:8]2[C:13]([CH:14]=1)=[CH:12][C:11]([C:16]([N:18]1[CH2:23][CH2:22][CH2:21][CH2:20][C:19]1=[O:24])=[CH2:17])=[CH:10][CH:9]=2)=[O:5])[CH3:2], predict the reactants needed to synthesize it. The reactants are: [CH2:1]([O:3][C:4]([C:6]1[NH:7][C:8]2[C:13]([CH:14]=1)=[CH:12][C:11](Br)=[CH:10][CH:9]=2)=[O:5])[CH3:2].[CH:16]([N:18]1[CH2:23][CH2:22][CH2:21][CH2:20][C:19]1=[O:24])=[CH2:17]. (8) Given the product [Cl:14][C:12]1[N:11]=[C:10]2[C:6]([N:7]=[CH:8][N:9]2[CH:15]2[CH2:19][CH2:18][CH2:17][CH2:16]2)=[C:5]([NH:4][CH2:3][CH2:2][NH:1][C:35](=[O:36])[C:34]2[CH:38]=[CH:39][C:31]([Cl:30])=[CH:32][CH:33]=2)[N:13]=1, predict the reactants needed to synthesize it. The reactants are: [NH2:1][CH2:2][CH2:3][NH:4][C:5]1[N:13]=[C:12]([Cl:14])[N:11]=[C:10]2[C:6]=1[N:7]=[CH:8][N:9]2[CH:15]1[CH2:19][CH2:18][CH2:17][CH2:16]1.C(Cl)Cl.C(N(CC)CC)C.[Cl:30][C:31]1[CH:39]=[CH:38][C:34]([C:35](Cl)=[O:36])=[CH:33][CH:32]=1.